This data is from Full USPTO retrosynthesis dataset with 1.9M reactions from patents (1976-2016). The task is: Predict the reactants needed to synthesize the given product. (1) Given the product [F:29][C:25]1[CH:24]=[C:23]([CH:28]=[CH:27][CH:26]=1)[O:22][C:19]1[S:18][C:17]([CH2:16][NH:15][C:14](=[O:30])[C:11]2[CH:12]=[CH:13][C:8]([NH:7][CH2:6][CH2:59][O:60][CH3:61])=[N:9][CH:10]=2)=[CH:21][CH:20]=1, predict the reactants needed to synthesize it. The reactants are: C(O[C:6](=O)[NH:7][C:8]1[CH:13]=[CH:12][C:11]([C:14](=[O:30])[NH:15][CH2:16][C:17]2[S:18][C:19]([O:22][C:23]3[CH:28]=[CH:27][CH:26]=[C:25]([F:29])[CH:24]=3)=[CH:20][CH:21]=2)=[CH:10][N:9]=1)(C)(C)C.NC1N=C(N)C=CC=1C(NCC1SC(CC2SC3C=CC=CC=3C=2)=CC=1)=O.[CH3:59][O:60][CH2:61]CBr.[H-].[Na+].Cl. (2) Given the product [O:6]=[C:5]1[CH2:4][CH2:3][CH2:2][N:7]1[C:8]1[CH:13]=[CH:12][N:11]2[N:14]=[C:15]([C:27]3[CH:32]=[CH:31][CH:30]=[CH:29][CH:28]=3)[C:16]([C:17]3[CH:18]=[CH:19][C:20](=[O:26])[N:21]([CH:23]([CH3:25])[CH3:24])[N:22]=3)=[C:10]2[CH:9]=1, predict the reactants needed to synthesize it. The reactants are: Br[CH2:2][CH2:3][CH2:4][C:5]([NH:7][C:8]1[CH:13]=[CH:12][N:11]2[N:14]=[C:15]([C:27]3[CH:32]=[CH:31][CH:30]=[CH:29][CH:28]=3)[C:16]([C:17]3[CH:18]=[CH:19][C:20](=[O:26])[N:21]([CH:23]([CH3:25])[CH3:24])[N:22]=3)=[C:10]2[CH:9]=1)=[O:6].[H-].[Na+].O. (3) Given the product [CH2:37]([O:44][C:11](=[O:12])[C@@:10]([CH2:14][OH:15])([CH3:22])[CH2:9][C@H:8]([NH:23][C:24]([C:26]1[N:27]=[N:28][NH:29][CH:30]=1)=[O:25])[CH2:7][C:4]1[CH:5]=[CH:6][C:1]([C:31]2[CH:36]=[CH:35][CH:34]=[CH:33][CH:32]=2)=[CH:2][CH:3]=1)[CH2:38][CH2:39][CH2:40][CH2:41][CH2:42][CH3:43], predict the reactants needed to synthesize it. The reactants are: [C:1]1([C:31]2[CH:36]=[CH:35][CH:34]=[CH:33][CH:32]=2)[CH:6]=[CH:5][C:4]([CH2:7][C@@H:8]([NH:23][C:24]([C:26]2[N:27]=[N:28][NH:29][CH:30]=2)=[O:25])[CH2:9][C@@:10]([CH3:22])([CH2:14][O:15]C2CCCCO2)[C:11](O)=[O:12])=[CH:3][CH:2]=1.[CH2:37]([OH:44])[CH2:38][CH2:39][CH2:40][CH2:41][CH2:42][CH3:43].Cl.O1CCOCC1. (4) The reactants are: [CH:1]1([OH:6])[CH2:5][CH2:4][CH2:3][CH2:2]1.[H-].[Na+].Cl[C:10]1[CH:19]=[CH:18][C:17]2[CH2:16][N:15]([CH2:20][C:21]([N:23]3[CH2:28][CH2:27][N:26]([CH:29]4[CH2:32][CH2:31][CH2:30]4)[CH2:25][CH2:24]3)=[O:22])[CH2:14][CH2:13][C:12]=2[N:11]=1. Given the product [CH:1]1([O:6][C:10]2[CH:19]=[CH:18][C:17]3[CH2:16][N:15]([CH2:20][C:21]([N:23]4[CH2:24][CH2:25][N:26]([CH:29]5[CH2:32][CH2:31][CH2:30]5)[CH2:27][CH2:28]4)=[O:22])[CH2:14][CH2:13][C:12]=3[N:11]=2)[CH2:5][CH2:4][CH2:3][CH2:2]1, predict the reactants needed to synthesize it. (5) The reactants are: [CH:1]1([CH:7]([NH:26][C:27]2[CH:32]=[CH:31][C:30]([C:33]([NH:35][CH2:36][CH2:37][C:38]([O:40][CH2:41][CH3:42])=[O:39])=[O:34])=[CH:29][CH:28]=2)[C:8]2[CH:12]=[C:11]([C:13]3[CH:18]=[CH:17][C:16]([C:19]([F:22])([F:21])[F:20])=[CH:15][CH:14]=3)[O:10][C:9]=2[CH2:23][S:24][CH3:25])[CH2:6][CH2:5][CH2:4][CH2:3][CH2:2]1.[OH:43]OS([O-])=O.[K+]. Given the product [CH:1]1([CH:7]([NH:26][C:27]2[CH:28]=[CH:29][C:30]([C:33]([NH:35][CH2:36][CH2:37][C:38]([O:40][CH2:41][CH3:42])=[O:39])=[O:34])=[CH:31][CH:32]=2)[C:8]2[CH:12]=[C:11]([C:13]3[CH:18]=[CH:17][C:16]([C:19]([F:20])([F:21])[F:22])=[CH:15][CH:14]=3)[O:10][C:9]=2[CH2:23][S:24]([CH3:25])=[O:43])[CH2:6][CH2:5][CH2:4][CH2:3][CH2:2]1, predict the reactants needed to synthesize it. (6) Given the product [CH3:31][O:30][CH2:29][CH2:28][O:27][C:22]1[CH:23]=[CH:24][CH:25]=[CH:26][C:21]=1[N:20]1[CH2:19][CH2:18][O:17][C:16]2[CH:32]=[C:12]([S:9]([NH:8][C:33]3[S:34][CH:35]=[CH:36][N:37]=3)(=[O:11])=[O:10])[CH:13]=[CH:14][C:15]1=2, predict the reactants needed to synthesize it. The reactants are: COC1C=CC(C[N:8]([C:33]2[S:34][CH:35]=[CH:36][N:37]=2)[S:9]([C:12]2[CH:13]=[CH:14][C:15]3[N:20]([C:21]4[CH:26]=[CH:25][CH:24]=[CH:23][C:22]=4[O:27][CH2:28][CH2:29][O:30][CH3:31])[CH2:19][CH2:18][O:17][C:16]=3[CH:32]=2)(=[O:11])=[O:10])=CC=1.C(O)(C(F)(F)F)=O. (7) Given the product [CH2:34]([O:36][C:37](=[O:47])[CH2:38][C:39]1[CH:44]=[CH:43][CH:42]=[C:41]([CH2:45][N:13]2[CH2:12][CH2:11][C:8]3([N:7]([CH2:16][CH2:17][C:18]4[CH:23]=[CH:22][C:21]([O:24][CH3:25])=[CH:20][CH:19]=4)[C:6](=[O:26])[N:5]([CH2:1][CH:2]([CH3:3])[CH3:4])[C:9]3=[O:10])[CH2:15][CH2:14]2)[CH:40]=1)[CH3:35], predict the reactants needed to synthesize it. The reactants are: [CH2:1]([N:5]1[C:9](=[O:10])[C:8]2([CH2:15][CH2:14][NH:13][CH2:12][CH2:11]2)[N:7]([CH2:16][CH2:17][C:18]2[CH:23]=[CH:22][C:21]([O:24][CH3:25])=[CH:20][CH:19]=2)[C:6]1=[O:26])[CH:2]([CH3:4])[CH3:3].C(N(CC)CC)C.[CH2:34]([O:36][C:37](=[O:47])[CH2:38][C:39]1[CH:44]=[CH:43][CH:42]=[C:41]([CH2:45]Br)[CH:40]=1)[CH3:35]. (8) Given the product [O:23]=[C:17]([CH2:15][C:14](=[O:16])[C:11]1[CH:12]=[N:13][C:8]([O:1][C:2]2[CH:3]=[CH:4][CH:5]=[CH:6][CH:7]=2)=[N:9][CH:10]=1)[C:18]([O:20][CH2:21][CH3:22])=[O:19], predict the reactants needed to synthesize it. The reactants are: [O:1]([C:8]1[N:13]=[CH:12][C:11]([C:14](=[O:16])[CH3:15])=[CH:10][N:9]=1)[C:2]1[CH:7]=[CH:6][CH:5]=[CH:4][CH:3]=1.[C:17](OCC)(=[O:23])[C:18]([O:20][CH2:21][CH3:22])=[O:19].C[O-].[Na+].CO. (9) Given the product [N:1]([C@@H:4]([CH2:5][C@H:6]([CH2:10][C:11]1[CH:16]=[CH:15][C:14]([O:17][CH3:18])=[C:13]([O:19][CH2:20][CH2:21][CH2:22][O:23][CH3:24])[CH:12]=1)[CH:7]([CH3:9])[CH3:8])[C@@H:25]([O:51][Si:44]([C:47]([CH3:50])([CH3:49])[CH3:48])([CH3:46])[CH3:45])[CH2:26][C@@H:27]([CH:31]([CH3:32])[CH3:33])[C:28]([OH:29])=[O:30])=[N+:2]=[N-:3], predict the reactants needed to synthesize it. The reactants are: [N:1]([C@H:4]([C@H:25]1[O:29][C:28](=[O:30])[C@H:27]([CH:31]([CH3:33])[CH3:32])[CH2:26]1)[CH2:5][C@H:6]([CH2:10][C:11]1[CH:16]=[CH:15][C:14]([O:17][CH3:18])=[C:13]([O:19][CH2:20][CH2:21][CH2:22][O:23][CH3:24])[CH:12]=1)[CH:7]([CH3:9])[CH3:8])=[N+:2]=[N-:3].O[Li].O.CCN(CC)CC.[Si:44]([O:51]S(C(F)(F)F)(=O)=O)([C:47]([CH3:50])([CH3:49])[CH3:48])([CH3:46])[CH3:45].